Task: Regression/Classification. Given a drug SMILES string, predict its toxicity properties. Task type varies by dataset: regression for continuous values (e.g., LD50, hERG inhibition percentage) or binary classification for toxic/non-toxic outcomes (e.g., AMES mutagenicity, cardiotoxicity, hepatotoxicity). Dataset: ld50_zhu.. Dataset: Acute oral toxicity (LD50) regression data from Zhu et al. (1) The drug is CC(C)NCC(O)COc1cccc2c1OCC(O[N+](=O)[O-])C2. The rat oral LD50 is 2.50, given as -log10 of the dose in mol/kg body weight (higher means more acutely toxic). (2) The drug is Nc1ccc(N=Nc2ccc(S(=O)(=O)O)cc2)cc1S(=O)(=O)O. The rat oral LD50 is 1.38, given as -log10 of the dose in mol/kg body weight (higher means more acutely toxic). (3) The molecule is O=C(Oc1ccccc1)c1ccccc1O. The rat oral LD50 is 1.85, given as -log10 of the dose in mol/kg body weight (higher means more acutely toxic). (4) The compound is CCOCN(C(=O)CCl)c1c(C)cccc1CC. The rat oral LD50 is 2.55, given as -log10 of the dose in mol/kg body weight (higher means more acutely toxic). (5) The molecule is CCOC(=O)CN=C=O. The rat oral LD50 is 2.06, given as -log10 of the dose in mol/kg body weight (higher means more acutely toxic).